This data is from Peptide-MHC class II binding affinity with 134,281 pairs from IEDB. The task is: Regression. Given a peptide amino acid sequence and an MHC pseudo amino acid sequence, predict their binding affinity value. This is MHC class II binding data. (1) The peptide sequence is ADSVKGRFTISRDNS. The MHC is DRB1_0401 with pseudo-sequence DRB1_0401. The binding affinity (normalized) is 0.660. (2) The binding affinity (normalized) is 0. The MHC is HLA-DQA10104-DQB10503 with pseudo-sequence HLA-DQA10104-DQB10503. The peptide sequence is VDCRPFNGGESKLKA. (3) The peptide sequence is RVAYGKCDSAGRSRR. The MHC is DRB1_0404 with pseudo-sequence DRB1_0404. The binding affinity (normalized) is 0.267. (4) The peptide sequence is ISSQYYIQQNGNLCY. The MHC is DRB1_0301 with pseudo-sequence DRB1_0301. The binding affinity (normalized) is 0.374. (5) The peptide sequence is NYLLTWKQVLAELQDIE. The MHC is DRB1_0801 with pseudo-sequence DRB1_0801. The binding affinity (normalized) is 0. (6) The peptide sequence is EEFVSLASRFLVEED. The MHC is DRB5_0101 with pseudo-sequence DRB5_0101. The binding affinity (normalized) is 0.675. (7) The peptide sequence is VQPDAALQRLA. The MHC is HLA-DQA10102-DQB10604 with pseudo-sequence HLA-DQA10102-DQB10604. The binding affinity (normalized) is 0. (8) The binding affinity (normalized) is 0.396. The MHC is HLA-DQA10601-DQB10402 with pseudo-sequence HLA-DQA10601-DQB10402. The peptide sequence is RCRTCVYNMMGKREK. (9) The peptide sequence is GEYQIVDKIDAAFKI. The MHC is DRB3_0202 with pseudo-sequence DRB3_0202. The binding affinity (normalized) is 0.502. (10) The peptide sequence is IAYQEDEFFECFKYL. The MHC is DRB1_0301 with pseudo-sequence DRB1_0301. The binding affinity (normalized) is 0.0510.